Dataset: Reaction yield outcomes from USPTO patents with 853,638 reactions. Task: Predict the reaction yield, written as a fraction of the theoretical maximum amount of product (1.0 means a 100% yield; for example, 0.34 means a 34% yield). The reactants are [N:1]1[C:5]2[CH:6]=[CH:7][CH:8]=[CH:9][C:4]=2[NH:3][CH:2]=1.[H-].[Na+].[C:12]1([S:18]([C:21]2[CH:26]=[CH:25][C:24](Cl)=[CH:23][CH:22]=2)(=[O:20])=[O:19])[CH:17]=[CH:16][CH:15]=[CH:14][CH:13]=1. The catalyst is CN(C=O)C. The product is [C:12]1([S:18]([C:21]2[CH:26]=[CH:25][C:24]([N:1]3[C:5]4[CH:6]=[CH:7][CH:8]=[CH:9][C:4]=4[N:3]=[CH:2]3)=[CH:23][CH:22]=2)(=[O:20])=[O:19])[CH:13]=[CH:14][CH:15]=[CH:16][CH:17]=1. The yield is 0.910.